Dataset: CYP1A2 inhibition data for predicting drug metabolism from PubChem BioAssay. Task: Regression/Classification. Given a drug SMILES string, predict its absorption, distribution, metabolism, or excretion properties. Task type varies by dataset: regression for continuous measurements (e.g., permeability, clearance, half-life) or binary classification for categorical outcomes (e.g., BBB penetration, CYP inhibition). Dataset: cyp1a2_veith. (1) The compound is CCC(=O)Nc1ncnc2ncn(C(=O)CC)c12. The result is 0 (non-inhibitor). (2) The molecule is COCCn1c(=O)c(-c2ccc(Cl)cc2)nc2cnc(OC)nc21. The result is 1 (inhibitor). (3) The molecule is COc1cccc(C(=O)N2N=C(c3cccc(OC)c3)CC2(O)C(F)(F)F)c1. The result is 1 (inhibitor). (4) The drug is C[C@@H](C(=O)Nc1ccc2ccccc2c1)[C@@H]1C[C@@]1(C)[C@@H](NC(=O)c1ccncc1Cl)c1ccccc1. The result is 1 (inhibitor). (5) The compound is C[C@@H]1O[C@@H](O[C@H]2C[C@@H](O)[C@]3(CO)[C@@H]4[C@@H](O)C[C@]5(C)[C@H]([C@@H]6COC(=O)C6)CC[C@@]5(O)[C@H]4CC[C@@]3(O)C2)[C@H](O)[C@H](O)[C@@H]1O. The result is 0 (non-inhibitor). (6) The drug is COC(=O)[C@@]1(Cc2ccc(OC)cc2)[C@H]2[C@H](CC(=O)C(=O)N3CCCC3)C(=O)C[C@H]2CN1C(=O)c1ccccc1. The result is 0 (non-inhibitor).